Dataset: Catalyst prediction with 721,799 reactions and 888 catalyst types from USPTO. Task: Predict which catalyst facilitates the given reaction. (1) Reactant: [F:1][C:2]1[CH:7]=[C:6]([I:8])[CH:5]=[CH:4][N:3]=1.C([N-]C(C)C)(C)C.[Li+].[C:17](Cl)(=[O:22])[O:18][CH:19]([CH3:21])[CH3:20].[Cl-].[NH4+]. Product: [F:1][C:2]1[N:3]=[CH:4][CH:5]=[C:6]([I:8])[C:7]=1[C:17]([O:18][CH:19]([CH3:21])[CH3:20])=[O:22]. The catalyst class is: 56. (2) Reactant: C([O-])(O)=O.[Na+].[CH2:6]([O:13][C:14]([N:16]1[CH2:21][CH2:20][NH:19][CH:18]([C:22]([OH:24])=[O:23])[CH2:17]1)=[O:15])[C:7]1[CH:12]=[CH:11][CH:10]=[CH:9][CH:8]=1.[C:25](O[C:25]([O:27][C:28]([CH3:31])([CH3:30])[CH3:29])=[O:26])([O:27][C:28]([CH3:31])([CH3:30])[CH3:29])=[O:26].Cl. Product: [C:28]([O:27][C:25]([N:19]1[CH2:20][CH2:21][N:16]([C:14]([O:13][CH2:6][C:7]2[CH:12]=[CH:11][CH:10]=[CH:9][CH:8]=2)=[O:15])[CH2:17][CH:18]1[C:22]([OH:24])=[O:23])=[O:26])([CH3:31])([CH3:30])[CH3:29]. The catalyst class is: 6. (3) Reactant: [Cl:1][C:2]1[C:11]2[CH2:10][CH2:9][CH:8]([CH2:12][OH:13])[CH2:7][C:6]=2[N:5]=[CH:4][N:3]=1.[C:14](=O)([O-])[O-].[K+].[K+].IC. Product: [Cl:1][C:2]1[C:11]2[CH2:10][CH2:9][CH:8]([CH2:12][O:13][CH3:14])[CH2:7][C:6]=2[N:5]=[CH:4][N:3]=1. The catalyst class is: 1. (4) Reactant: [NH2:1][CH:2]([CH2:12]CC1C=CC(C(C)(C)C)=CC=1)[CH:3]([C:5]1[CH:10]=[CH:9][C:8]([F:11])=[CH:7][CH:6]=1)[OH:4].[Cl:24][C:25]1[CH:34]=[CH:33][CH:32]=[C:31]2[C:26]=1[CH:27]=[CH:28][CH:29]=[C:30]2[C:35]([OH:37])=O.O.ON1[C:44]2[CH:45]=[CH:46][CH:47]=[CH:48][C:43]=2N=N1.Cl.C(N=C=N[CH2:55][CH2:56][CH2:57]N(C)C)C.[CH3:61]N(C)C=O. Product: [C:56]([C:43]1[CH:48]=[CH:47][C:46]([CH2:12][CH:2]([NH:1][C:35]([C:30]2[C:31]3[C:26](=[C:25]([Cl:24])[CH:34]=[CH:33][CH:32]=3)[CH:27]=[CH:28][CH:29]=2)=[O:37])[CH:3]([C:5]2[CH:10]=[CH:9][C:8]([F:11])=[CH:7][CH:6]=2)[OH:4])=[CH:45][CH:44]=1)([CH3:57])([CH3:61])[CH3:55]. The catalyst class is: 13. (5) Product: [CH2:11]([NH:18][CH:1]1[C:9]2[C:4](=[CH:5][CH:6]=[CH:7][CH:8]=2)[CH2:3][CH2:2]1)[C:12]1[CH:17]=[CH:16][CH:15]=[CH:14][CH:13]=1. Reactant: [C:1]1(=O)[C:9]2[C:4](=[CH:5][CH:6]=[CH:7][CH:8]=2)[CH2:3][CH2:2]1.[CH2:11]([NH2:18])[C:12]1[CH:17]=[CH:16][CH:15]=[CH:14][CH:13]=1.C(O)=O. The catalyst class is: 5. (6) Reactant: [CH:1]1([N:7]2[CH2:11][CH2:10][CH:9]([CH2:12][C:13]3[C:18]([Cl:19])=[CH:17][C:16]([C:20]4[C:25]([F:26])=[CH:24][C:23]([O:27]C)=[CH:22][C:21]=4[F:29])=[CH:15][C:14]=3[Cl:30])[C:8]2=[O:31])[CH2:6][CH2:5][CH2:4][CH2:3][CH2:2]1.B(Br)(Br)Br.C(=O)(O)[O-].[Na+]. Product: [CH:1]1([N:7]2[CH2:11][CH2:10][CH:9]([CH2:12][C:13]3[C:18]([Cl:19])=[CH:17][C:16]([C:20]4[C:25]([F:26])=[CH:24][C:23]([OH:27])=[CH:22][C:21]=4[F:29])=[CH:15][C:14]=3[Cl:30])[C:8]2=[O:31])[CH2:2][CH2:3][CH2:4][CH2:5][CH2:6]1. The catalyst class is: 2. (7) Reactant: [CH2:1]([C:3]1[C:4]([O:11][CH3:12])=[N:5][C:6]([CH3:10])=[CH:7][C:8]=1[CH3:9])[CH3:2].[Br:13]N1C(=O)CCC1=O. Product: [Br:13][C:7]1[C:8]([CH3:9])=[C:3]([CH2:1][CH3:2])[C:4]([O:11][CH3:12])=[N:5][C:6]=1[CH3:10]. The catalyst class is: 5.